This data is from Full USPTO retrosynthesis dataset with 1.9M reactions from patents (1976-2016). The task is: Predict the reactants needed to synthesize the given product. (1) Given the product [CH3:20][C:18]1[S:19][C:15]([C:12]2[CH:13]=[C:3]([C:2]([OH:11])=[O:24])[C:4]3[C:9](=[CH:8][CH:7]=[CH:6][CH:5]=3)[N:1]=2)=[C:16]([CH3:21])[N:17]=1, predict the reactants needed to synthesize it. The reactants are: [NH:1]1[C:9]2[C:4](=[CH:5][CH:6]=[CH:7][CH:8]=2)[C:3](=O)[C:2]1=[O:11].[C:12]([C:15]1[S:19][C:18]([CH3:20])=[N:17][C:16]=1[CH3:21])(=O)[CH3:13].C(C1C=CC(=O)NC=1C)(=[O:24])C. (2) The reactants are: [Cl:1][C:2]1[CH:7]=[CH:6][C:5]([CH2:8]O)=[C:4]([I:10])[CH:3]=1.C1C=CC(P(C2C=CC=CC=2)C2C=CC=CC=2)=CC=1.[N:30]([C:38](OC(C)C)=O)=NC(OC(C)C)=O.CC(C)(O)C#N. Given the product [Cl:1][C:2]1[CH:7]=[CH:6][C:5]([CH2:8][C:38]#[N:30])=[C:4]([I:10])[CH:3]=1, predict the reactants needed to synthesize it. (3) Given the product [CH3:19][O:20][C:21]1[CH:22]=[C:23]([C:2]2[C:10]3[C:5](=[CH:6][CH:7]=[C:8]([C:11]#[N:12])[CH:9]=3)[N:4]([CH:13]3[CH2:18][CH2:17][CH2:16][CH2:15][O:14]3)[N:3]=2)[CH:24]=[CH:25][C:26]=1[O:27][CH3:28], predict the reactants needed to synthesize it. The reactants are: Br[C:2]1[C:10]2[C:5](=[CH:6][CH:7]=[C:8]([C:11]#[N:12])[CH:9]=2)[N:4]([CH:13]2[CH2:18][CH2:17][CH2:16][CH2:15][O:14]2)[N:3]=1.[CH3:19][O:20][C:21]1[CH:22]=[C:23](B(O)O)[CH:24]=[CH:25][C:26]=1[O:27][CH3:28].P([O-])([O-])([O-])=O.[K+].[K+].[K+].ClCCl.